From a dataset of Forward reaction prediction with 1.9M reactions from USPTO patents (1976-2016). Predict the product of the given reaction. (1) The product is: [C:25]([O:29][C:30](=[O:39])[NH:31][C@H:32]1[CH2:33][CH2:34][C@H:35]([NH:38][C:22]([C:19]2[C:15]3[N:16]=[CH:17][N:18]=[C:13]([C:7]4[CH:8]=[CH:9][C:10]([F:12])=[CH:11][C:6]=4[O:5][CH2:4][CH:1]4[CH2:2][CH2:3]4)[C:14]=3[NH:21][CH:20]=2)=[O:24])[CH2:36][CH2:37]1)([CH3:28])([CH3:26])[CH3:27]. Given the reactants [CH:1]1([CH2:4][O:5][C:6]2[CH:11]=[C:10]([F:12])[CH:9]=[CH:8][C:7]=2[C:13]2[C:14]3[NH:21][CH:20]=[C:19]([C:22]([OH:24])=O)[C:15]=3[N:16]=[CH:17][N:18]=2)[CH2:3][CH2:2]1.[C:25]([O:29][C:30](=[O:39])[NH:31][C@H:32]1[CH2:37][CH2:36][C@H:35]([NH2:38])[CH2:34][CH2:33]1)([CH3:28])([CH3:27])[CH3:26], predict the reaction product. (2) Given the reactants C([N:9]1[CH2:22][CH2:21][C:20]2[C:19]3[CH:18]=[CH:17][CH:16]=[CH:15][C:14]=3[NH:13][C:12]=2[CH2:11][CH2:10]1)(=O)C1C=CC=CC=1.[C:23](=[O:26])([O-:25])[O-].[Cs+].[Cs+].[C:29]([O:33]CC)(=[O:32])[CH:30]=[CH2:31], predict the reaction product. The product is: [C:29]([OH:33])(=[O:32])[C:23]([OH:25])=[O:26].[CH:18]1[C:19]2[C:20]3[CH2:21][CH2:22][NH:9][CH2:10][CH2:11][C:12]=3[N:13]3[C:14]=2[C:15]([C:29](=[O:32])[CH2:30][CH2:31]3)=[CH:16][CH:17]=1. (3) Given the reactants P(Cl)(Cl)(Cl)=O.[CH3:6][O:7][C:8]1[CH:13]=[CH:12][C:11]([N:14]([C:21]2[CH:26]=[CH:25][C:24]([O:27][CH3:28])=[CH:23][CH:22]=2)[C:15]2[CH:20]=[CH:19][CH:18]=[CH:17][CH:16]=2)=[CH:10][CH:9]=1.CN(C)[CH:31]=[O:32], predict the reaction product. The product is: [CH3:28][O:27][C:24]1[CH:23]=[CH:22][C:21]([N:14]([C:15]2[CH:20]=[CH:19][C:18]([CH:31]=[O:32])=[CH:17][CH:16]=2)[C:11]2[CH:12]=[CH:13][C:8]([O:7][CH3:6])=[CH:9][CH:10]=2)=[CH:26][CH:25]=1. (4) Given the reactants [Cl:1][C:2]1[C:3]([NH:11][C:12]2[CH:17]=[CH:16][C:15]([I:18])=[CH:14][C:13]=2[F:19])=[C:4]([CH:8]=[CH:9][N:10]=1)[C:5](O)=[O:6].C([O-])(=O)C.[NH4+:24], predict the reaction product. The product is: [Cl:1][C:2]1[C:3]([NH:11][C:12]2[CH:17]=[CH:16][C:15]([I:18])=[CH:14][C:13]=2[F:19])=[C:4]([CH:8]=[CH:9][N:10]=1)[C:5]([NH2:24])=[O:6]. (5) Given the reactants [OH:1][C:2]1[C@@:6]([CH3:13])([C:7]2[CH:12]=[CH:11][CH:10]=[CH:9][CH:8]=2)[NH:5][C:4](=[O:14])[CH:3]=1.[CH:15](=O)[C:16]1[CH:21]=[CH:20][CH:19]=[CH:18][CH:17]=1.[CH3:23][C:24]1[C:32]2[C:27](=[CH:28][C:29]([CH3:33])=[CH:30][CH:31]=2)[NH:26][CH:25]=1, predict the reaction product. The product is: [CH3:23][C:24]1[C:32]2[C:27](=[CH:28][C:29]([CH3:33])=[CH:30][CH:31]=2)[NH:26][C:25]=1[CH:15]([C:16]1[CH:21]=[CH:20][CH:19]=[CH:18][CH:17]=1)[C:3]1[C:4](=[O:14])[NH:5][C@:6]([CH3:13])([C:7]2[CH:12]=[CH:11][CH:10]=[CH:9][CH:8]=2)[C:2]=1[OH:1].